This data is from Full USPTO retrosynthesis dataset with 1.9M reactions from patents (1976-2016). The task is: Predict the reactants needed to synthesize the given product. (1) Given the product [F:1][C:2]([F:7])([F:6])[C:3]([OH:5])=[O:4].[CH:32]([N:11]1[CH2:10][CH2:9][N:8]([C:14]2[CH:19]=[C:18]([C:20]3[CH:25]=[CH:24][CH:23]=[CH:22][C:21]=3[C:2]([F:7])([F:6])[F:1])[N:17]=[C:16]([C:30]#[N:31])[N:15]=2)[CH2:13][CH2:12]1)([CH3:34])[CH3:33], predict the reactants needed to synthesize it. The reactants are: [F:1][C:2]([F:7])([F:6])[C:3]([OH:5])=[O:4].[N:8]1([C:14]2[CH:19]=[C:18]([C:20]3[CH:25]=[CH:24][CH:23]=[C:22](C(F)(F)F)[CH:21]=3)[N:17]=[C:16]([C:30]#[N:31])[N:15]=2)[CH2:13][CH2:12][NH:11][CH2:10][CH2:9]1.[CH:32](N(C(C)C)CC)([CH3:34])[CH3:33].BrC(C)C.[I-].[Na+]. (2) The reactants are: [C:1](Cl)(=[O:8])[C:2]1[CH:7]=[CH:6][CH:5]=[CH:4][CH:3]=1.[O:10]=[C:11]1[CH:17]([CH2:18][C:19]([O:21][CH3:22])=[O:20])[CH2:16][C:15]2[CH:23]=[CH:24][C:25]([O:27][CH2:28][CH2:29][CH2:30][NH:31][C:32]3[CH:37]=[CH:36][CH:35]=[CH:34][N:33]=3)=[CH:26][C:14]=2[CH2:13][N:12]1[CH2:38][C:39]1[CH:44]=[CH:43][C:42]([C:45]([F:48])([F:47])[F:46])=[CH:41][CH:40]=1.C(N(C(C)C)CC)(C)C. Given the product [O:10]=[C:11]1[CH:17]([CH2:18][C:19]([O:21][CH3:22])=[O:20])[CH2:16][C:15]2[CH:23]=[CH:24][C:25]([O:27][CH2:28][CH2:29][CH2:30][N:31]([C:32]3[CH:37]=[CH:36][CH:35]=[CH:34][N:33]=3)[C:1](=[O:8])[C:2]3[CH:7]=[CH:6][CH:5]=[CH:4][CH:3]=3)=[CH:26][C:14]=2[CH2:13][N:12]1[CH2:38][C:39]1[CH:44]=[CH:43][C:42]([C:45]([F:48])([F:46])[F:47])=[CH:41][CH:40]=1, predict the reactants needed to synthesize it. (3) The reactants are: [Br:1][C:2]1[CH:3]=[C:4]2[C:8](=[CH:9][CH:10]=1)[CH:7]([CH3:11])[N:6](C(=O)C(C)(C)C)[CH2:5]2.[OH-].[Na+]. Given the product [Br:1][C:2]1[CH:3]=[C:4]2[C:8](=[CH:9][CH:10]=1)[CH:7]([CH3:11])[NH:6][CH2:5]2, predict the reactants needed to synthesize it. (4) Given the product [CH2:1]([O:8][C@@H:9]1[C@@H:15]([O:16][CH2:17][C:18]2[CH:19]=[CH:20][CH:21]=[CH:22][CH:23]=2)[C@H:14]([O:24][CH2:25][C:26]2[CH:31]=[CH:30][CH:29]=[CH:28][CH:27]=2)[C@@H:13]([CH2:32][O:33][CH2:34][C:35]2[CH:36]=[CH:37][CH:38]=[CH:39][CH:40]=2)[S:12][C:10]1([C:41]1[CH:46]=[C:45]([CH:47]=[O:48])[C:44]([CH3:52])=[CH:43][C:42]=1[O:53][CH2:54][C:55]1[CH:56]=[CH:57][CH:58]=[CH:59][CH:60]=1)[OH:11])[C:2]1[CH:7]=[CH:6][CH:5]=[CH:4][CH:3]=1, predict the reactants needed to synthesize it. The reactants are: [CH2:1]([O:8][C@@H:9]1[C@@H:15]([O:16][CH2:17][C:18]2[CH:23]=[CH:22][CH:21]=[CH:20][CH:19]=2)[C@H:14]([O:24][CH2:25][C:26]2[CH:31]=[CH:30][CH:29]=[CH:28][CH:27]=2)[C@@H:13]([CH2:32][O:33][CH2:34][C:35]2[CH:40]=[CH:39][CH:38]=[CH:37][CH:36]=2)[S:12][C:10]1([C:41]1[CH:46]=[C:45]([CH:47]2OCC[O:48]2)[C:44]([CH3:52])=[CH:43][C:42]=1[O:53][CH2:54][C:55]1[CH:60]=[CH:59][CH:58]=[CH:57][CH:56]=1)[OH:11])[C:2]1[CH:7]=[CH:6][CH:5]=[CH:4][CH:3]=1.O. (5) Given the product [F:2][C:3]([F:34])([F:35])[C:4]1[CH:5]=[C:6]([C:10]2[CH:11]=[CH:12][C:13]([C@H:16]3[CH2:18][C@@H:17]3[NH:19][C@H:20]3[CH2:21][CH2:22][C@@H:23]([NH2:26])[CH2:24][CH2:25]3)=[CH:14][CH:15]=2)[CH:7]=[CH:8][CH:9]=1, predict the reactants needed to synthesize it. The reactants are: Cl.[F:2][C:3]([F:35])([F:34])[C:4]1[CH:5]=[C:6]([C:10]2[CH:15]=[CH:14][C:13]([C@H:16]3[CH2:18][C@@H:17]3[NH:19][C@@H:20]3[CH2:25][CH2:24][C@H:23]([NH:26]C(=O)OC(C)(C)C)[CH2:22][CH2:21]3)=[CH:12][CH:11]=2)[CH:7]=[CH:8][CH:9]=1. (6) Given the product [CH2:57]([O:56][C:54](=[O:55])[C@@H:53]([O:52][CH2:50][CH3:51])[CH2:59][C:60]1[CH:65]=[CH:64][C:63]([O:17][CH2:16]/[CH:15]=[C:14](/[C:11]2[CH:12]=[CH:13][C:8]([C:5]3[CH:4]=[CH:3][C:2]([Br:1])=[CH:7][CH:6]=3)=[CH:9][CH:10]=2)\[CH3:18])=[CH:62][CH:61]=1)[CH3:58], predict the reactants needed to synthesize it. The reactants are: [Br:1][C:2]1[CH:7]=[CH:6][C:5]([C:8]2[CH:13]=[CH:12][C:11](/[C:14](/[CH3:18])=[CH:15]/[CH2:16][OH:17])=[CH:10][CH:9]=2)=[CH:4][CH:3]=1.C1(P(C2C=CC=CC=2)C2C=CC=CC=2)C=CC=CC=1.N(C(OCC)=O)=NC(OCC)=O.[CH2:50]([O:52][C@@H:53]([CH2:59][C:60]1[CH:65]=[CH:64][C:63](O)=[CH:62][CH:61]=1)[C:54]([O:56][CH2:57][CH3:58])=[O:55])[CH3:51]. (7) The reactants are: [Cl:1][C:2]1[CH:15]=[CH:14][CH:13]=[CH:12][C:3]=1[CH2:4][NH:5][C:6]1[S:7][CH2:8][C:9](=[O:11])[N:10]=1.[N:16]1[C:25]2[C:20](=[N:21][C:22]([CH:26]=O)=[CH:23][CH:24]=2)[CH:19]=[CH:18][CH:17]=1.C(O)(=O)C1C=CC=CC=1.N1CCCCC1. Given the product [Cl:1][C:2]1[CH:15]=[CH:14][CH:13]=[CH:12][C:3]=1[CH2:4][NH:5][C:6]1[S:7][C:8](=[CH:26][C:22]2[CH:23]=[CH:24][C:25]3[C:20](=[CH:19][CH:18]=[CH:17][N:16]=3)[N:21]=2)[C:9](=[O:11])[N:10]=1, predict the reactants needed to synthesize it. (8) Given the product [CH3:28][O:29][C:30](=[O:38])[C:31]1[CH:36]=[CH:35][CH:34]=[N:33][C:32]=1[NH:37][C:2]([NH:13][C:14]1[CH:15]=[CH:16][CH:17]=[C:18]2[C:22]=1[CH:21]1[CH2:23][CH2:24][CH2:25][CH2:26][N:20]1[C:19]2=[O:27])=[O:5], predict the reactants needed to synthesize it. The reactants are: Cl[C:2]([O:5]C(=O)OC(Cl)(Cl)Cl)(Cl)Cl.[NH2:13][C:14]1[CH:15]=[CH:16][CH:17]=[C:18]2[C:22]=1[CH:21]1[CH2:23][CH2:24][CH2:25][CH2:26][N:20]1[C:19]2=[O:27].[CH3:28][O:29][C:30](=[O:38])[C:31]1[CH:36]=[CH:35][CH:34]=[N:33][C:32]=1[NH2:37].[N-]=C=O. (9) The reactants are: Cl[C:2]1[CH:7]=[C:6]([C:8]([F:11])([F:10])[F:9])[CH:5]=[C:4]([CH3:12])[N:3]=1.[NH:13]1[CH2:18][CH2:17][NH:16][CH2:15][CH2:14]1.C(N(CC)CC)C. Given the product [CH3:12][C:4]1[N:3]=[C:2]([N:13]2[CH2:18][CH2:17][NH:16][CH2:15][CH2:14]2)[CH:7]=[C:6]([C:8]([F:11])([F:10])[F:9])[CH:5]=1, predict the reactants needed to synthesize it.